Dataset: Full USPTO retrosynthesis dataset with 1.9M reactions from patents (1976-2016). Task: Predict the reactants needed to synthesize the given product. (1) Given the product [Cl:1][C:2]1[CH:7]=[CH:6][C:5]([C:8]2[C:13]([O:14][CH2:15][C:16]([F:19])([F:17])[F:18])=[CH:12][N:11]=[C:10]([C:20]([NH:32][CH2:31][C:29]3[O:28][N:27]=[C:26]([O:25][CH3:24])[CH:30]=3)=[O:22])[CH:9]=2)=[CH:4][C:3]=1[CH3:23], predict the reactants needed to synthesize it. The reactants are: [Cl:1][C:2]1[CH:7]=[CH:6][C:5]([C:8]2[C:13]([O:14][CH2:15][C:16]([F:19])([F:18])[F:17])=[CH:12][N:11]=[C:10]([C:20]([OH:22])=O)[CH:9]=2)=[CH:4][C:3]=1[CH3:23].[CH3:24][O:25][C:26]1[CH:30]=[C:29]([CH2:31][NH2:32])[O:28][N:27]=1. (2) Given the product [C:7]1([CH2:13][O:14][C:15]2[CH:23]=[CH:22][C:21]([S:24]([N:27]3[CH2:28][CH2:29][CH2:30][CH2:31][CH2:32]3)(=[O:25])=[O:26])=[CH:20][C:16]=2[C:17]([NH:39][C:35]2[CH:34]=[N:33][CH:38]=[CH:37][CH:36]=2)=[O:19])[CH:12]=[CH:11][CH:10]=[CH:9][CH:8]=1, predict the reactants needed to synthesize it. The reactants are: C(Cl)(=O)C(Cl)=O.[C:7]1([CH2:13][O:14][C:15]2[CH:23]=[CH:22][C:21]([S:24]([N:27]3[CH2:32][CH2:31][CH2:30][CH2:29][CH2:28]3)(=[O:26])=[O:25])=[CH:20][C:16]=2[C:17]([OH:19])=O)[CH:12]=[CH:11][CH:10]=[CH:9][CH:8]=1.[N:33]1[CH:38]=[CH:37][CH:36]=[C:35]([NH2:39])[CH:34]=1.C(N(C(C)C)CC)(C)C. (3) Given the product [NH2:29][C:30]1[CH:35]=[CH:34][CH:33]=[CH:32][C:31]=1[NH:36][C:2]1[N:3]=[C:4]([N:23]2[CH2:28][CH2:27][O:26][CH2:25][CH2:24]2)[C:5]2[N:11]=[C:10]([CH2:12][N:13]3[CH2:14][CH2:15][CH:16]([C:19]([OH:22])([CH3:21])[CH3:20])[CH2:17][CH2:18]3)[CH:9]=[CH:8][C:6]=2[N:7]=1, predict the reactants needed to synthesize it. The reactants are: Cl[C:2]1[N:3]=[C:4]([N:23]2[CH2:28][CH2:27][O:26][CH2:25][CH2:24]2)[C:5]2[N:11]=[C:10]([CH2:12][N:13]3[CH2:18][CH2:17][CH:16]([C:19]([OH:22])([CH3:21])[CH3:20])[CH2:15][CH2:14]3)[CH:9]=[CH:8][C:6]=2[N:7]=1.[NH2:29][C:30]1[CH:35]=[CH:34][CH:33]=[CH:32][C:31]=1[NH2:36]. (4) Given the product [F:1][C:2]([F:27])([C:20]1[CH:25]=[CH:24][C:23]([F:26])=[CH:22][CH:21]=1)[C:3]1[N:12]=[C:11]([NH:102][C:99]2[CH:98]=[C:97]([CH3:96])[NH:101][N:100]=2)[C:10]2[C:5](=[CH:6][C:7]([C:14]3[CH:15]=[N:16][N:17]([CH3:19])[CH:18]=3)=[CH:8][CH:9]=2)[N:4]=1, predict the reactants needed to synthesize it. The reactants are: [F:1][C:2]([F:27])([C:20]1[CH:25]=[CH:24][C:23]([F:26])=[CH:22][CH:21]=1)[C:3]1[N:12]=[C:11](O)[C:10]2[C:5](=[CH:6][C:7]([C:14]3[CH:15]=[N:16][N:17]([CH3:19])[CH:18]=3)=[CH:8][CH:9]=2)[N:4]=1.P(Br)(Br)(Br)=O.CCN(C(C)C)C(C)C.ClC1C2C(=CC(C3C=NN(C)C=3)=CC=2)N=C(C(F)(F)C2C=CC(F)=CC=2)N=1.BrC1C2C(=CC(C3C=NN(C)C=3)=CC=2)N=C(C(F)(F)C2C=CC(F)=CC=2)N=1.[CH3:96][C:97]1[NH:101][N:100]=[C:99]([NH2:102])[CH:98]=1.